Dataset: Forward reaction prediction with 1.9M reactions from USPTO patents (1976-2016). Task: Predict the product of the given reaction. (1) Given the reactants [OH:1][CH2:2][C:3]1[C:4]([CH3:9])=[N:5][CH:6]=[CH:7][CH:8]=1, predict the reaction product. The product is: [CH3:9][C:4]1[C:3]([CH:2]=[O:1])=[CH:8][CH:7]=[CH:6][N:5]=1. (2) Given the reactants [Cl:1][C:2]1[C:3](F)=[N:4][C:5]([F:29])=[C:6]([Cl:28])[C:7]=1[O:8][C:9]1[CH:14]=[CH:13][C:12]([O:15]C)=[C:11]([C:17]([NH:19][CH2:20][CH2:21][C:22]2[CH:27]=[CH:26][CH:25]=CC=2)=[O:18])[CH:10]=1.C(N)CC1C=CC=CC=1.COC(=O)CN.NC1C=CC=CC=1.Cl.C[O:55][C:56](=[O:60])[CH2:57][CH2:58][NH2:59], predict the reaction product. The product is: [Cl:28][C:6]1[C:5]([F:29])=[N:4][C:3]([NH:59][CH2:58][CH2:57][C:56]([OH:60])=[O:55])=[C:2]([Cl:1])[C:7]=1[O:8][C:9]1[CH:14]=[CH:13][C:12]([OH:15])=[C:11]([C:17]([NH:19][C:20]2[CH:25]=[CH:26][CH:27]=[CH:22][CH:21]=2)=[O:18])[CH:10]=1. (3) Given the reactants Br[C:2]1[C:27]([F:28])=[CH:26][C:5]([O:6][CH:7]2[CH2:11][CH2:10][N:9]([CH:12]3[CH2:17][CH2:16][N:15]([C:18]([O:20][C:21]([CH3:24])([CH3:23])[CH3:22])=[O:19])[CH2:14][CH2:13]3)[C:8]2=[O:25])=[C:4]([F:29])[CH:3]=1.N#N.[C@@H]1(N)CCCC[C@H]1N.[CH3:40][S:41]([O-:43])=[O:42].[Na+], predict the reaction product. The product is: [F:29][C:4]1[CH:3]=[C:2]([S:41]([CH3:40])(=[O:43])=[O:42])[C:27]([F:28])=[CH:26][C:5]=1[O:6][CH:7]1[CH2:11][CH2:10][N:9]([CH:12]2[CH2:17][CH2:16][N:15]([C:18]([O:20][C:21]([CH3:24])([CH3:23])[CH3:22])=[O:19])[CH2:14][CH2:13]2)[C:8]1=[O:25]. (4) Given the reactants Br[C:2]1[CH:3]=[C:4]([N:12]2[CH2:17][CH2:16][C:15]([F:19])([F:18])[CH2:14][CH2:13]2)[CH:5]=[C:6]([C:8]([F:11])([F:10])[F:9])[CH:7]=1.CC1(C)C(C)(C)OB([C:28]2[O:32][C:31]([Si](C(C)C)(C(C)C)C(C)C)=[N:30][CH:29]=2)O1.C(=O)([O-])[O-].[K+].[K+].O1CCOCC1, predict the reaction product. The product is: [F:18][C:15]1([F:19])[CH2:16][CH2:17][N:12]([C:4]2[CH:5]=[C:6]([C:8]([F:11])([F:10])[F:9])[CH:7]=[C:2]([C:28]3[O:32][CH:31]=[N:30][CH:29]=3)[CH:3]=2)[CH2:13][CH2:14]1. (5) The product is: [C:69]([C:73]1[CH:74]=[CH:75][C:76]([C@@H:79]([NH:81][C:30]([C:26]2[CH:25]=[C:24]3[C:29](=[CH:28][CH:27]=2)[N:21]([CH2:20][C:17]2[CH:16]=[CH:15][C:14]([C:9]4[C:8]([C:6]([O:5][C:1]([CH3:2])([CH3:3])[CH3:4])=[O:7])=[CH:13][CH:12]=[CH:11][CH:10]=4)=[CH:19][CH:18]=2)[C:22]([CH3:34])=[C:23]3[CH3:33])=[O:31])[CH3:80])=[CH:77][CH:78]=1)([CH3:72])([CH3:70])[CH3:71]. Given the reactants [C:1]([O:5][C:6]([C:8]1[CH:13]=[CH:12][CH:11]=[CH:10][C:9]=1[C:14]1[CH:19]=[CH:18][C:17]([CH2:20][N:21]2[C:29]3[C:24](=[CH:25][C:26]([C:30](O)=[O:31])=[CH:27][CH:28]=3)[C:23]([CH3:33])=[C:22]2[CH3:34])=[CH:16][CH:15]=1)=[O:7])([CH3:4])([CH3:3])[CH3:2].CCN(C(C)C)C(C)C.CN(C(ON1N=NC2C=CC=NC1=2)=[N+](C)C)C.F[P-](F)(F)(F)(F)F.[Cl-].[C:69]([C:73]1[CH:78]=[CH:77][C:76]([C@@H:79]([NH3+:81])[CH3:80])=[CH:75][CH:74]=1)([CH3:72])([CH3:71])[CH3:70], predict the reaction product. (6) Given the reactants [F:1][C:2]([F:11])([F:10])[C:3]1[C:4]([NH2:9])=[N:5][CH:6]=[CH:7][CH:8]=1.O.[CH3:13][O:14][C:15]1[CH:16]=[C:17]([C:21]([CH:23]=O)=O)[CH:18]=[CH:19][CH:20]=1.[Cl:25]CCl, predict the reaction product. The product is: [Cl:25][C:23]1[N:9]=[C:4]2[C:3]([C:2]([F:1])([F:10])[F:11])=[CH:8][CH:7]=[CH:6][N:5]2[C:21]=1[C:17]1[CH:18]=[CH:19][CH:20]=[C:15]([O:14][CH3:13])[CH:16]=1. (7) Given the reactants [CH:1]1([CH2:7][CH2:8][CH2:9][C@@H:10]([C:19]2[O:23][N:22]=[C:21]([C:24]([N:26]3[CH2:30][CH2:29][CH2:28][CH2:27]3)=[O:25])[N:20]=2)[CH2:11][C:12]([O:14]C(C)(C)C)=[O:13])[CH2:6][CH2:5][CH2:4][CH2:3][CH2:2]1.FC(F)(F)C(O)=O, predict the reaction product. The product is: [CH:1]1([CH2:7][CH2:8][CH2:9][C@@H:10]([C:19]2[O:23][N:22]=[C:21]([C:24]([N:26]3[CH2:30][CH2:29][CH2:28][CH2:27]3)=[O:25])[N:20]=2)[CH2:11][C:12]([OH:14])=[O:13])[CH2:2][CH2:3][CH2:4][CH2:5][CH2:6]1. (8) Given the reactants C([O:7][CH2:8][C@@H:9]([O:44][C:45]([CH3:48])([CH3:47])[CH3:46])[C:10]1[C:35]([CH3:36])=[CH:34][C:13]2[N:14]=[C:15]([N:17]3[CH2:22][CH2:21][CH2:20][N:19]([C:23]4[CH:24]=[C:25]5[C:29](=[CH:30][CH:31]=4)[N:28]([CH3:32])[N:27]=[CH:26]5)[C:18]3=[O:33])[S:16][C:12]=2[C:11]=1[C:37]1[CH:42]=[CH:41][C:40]([Cl:43])=[CH:39][CH:38]=1)(=O)C(C)(C)C.[OH-].[Na+], predict the reaction product. The product is: [C:45]([O:44][C@@H:9]([C:10]1[C:35]([CH3:36])=[CH:34][C:13]2[N:14]=[C:15]([N:17]3[CH2:22][CH2:21][CH2:20][N:19]([C:23]4[CH:24]=[C:25]5[C:29](=[CH:30][CH:31]=4)[N:28]([CH3:32])[N:27]=[CH:26]5)[C:18]3=[O:33])[S:16][C:12]=2[C:11]=1[C:37]1[CH:38]=[CH:39][C:40]([Cl:43])=[CH:41][CH:42]=1)[CH2:8][OH:7])([CH3:48])([CH3:46])[CH3:47]. (9) Given the reactants [CH2:1]([O:3][C:4]([C:6]1[CH:15]([C:16]2[CH:21]=[CH:20][CH:19]=[C:18]([OH:22])[CH:17]=2)[C:14]2[C:13](=[O:23])[CH2:12][CH:11]([C:24]3[C:29]([CH3:30])=[CH:28][C:27]([CH3:31])=[CH:26][C:25]=3[CH3:32])[CH2:10][C:9]=2[NH:8][C:7]=1[CH2:33][C:34]([O:36]CC)=[O:35])=[O:5])[CH3:2].O1CCCC1.[OH-].[Li+].Cl, predict the reaction product. The product is: [CH2:1]([O:3][C:4]([C:6]1[CH:15]([C:16]2[CH:21]=[CH:20][CH:19]=[C:18]([OH:22])[CH:17]=2)[C:14]2[C:13](=[O:23])[CH2:12][CH:11]([C:24]3[C:29]([CH3:30])=[CH:28][C:27]([CH3:31])=[CH:26][C:25]=3[CH3:32])[CH2:10][C:9]=2[NH:8][C:7]=1[CH2:33][C:34]([OH:36])=[O:35])=[O:5])[CH3:2]. (10) Given the reactants O[Li].O.O.C([O:9][C:10]([C:12]1([CH2:17][CH2:18][CH2:19][CH2:20][C:21](=[O:38])[CH2:22][CH2:23][CH2:24][CH2:25][C:26]2([C:31]([O:33]CCCC)=[O:32])[CH2:30][CH2:29][CH2:28][CH2:27]2)[CH2:16][CH2:15][CH2:14][CH2:13]1)=[O:11])CCC, predict the reaction product. The product is: [C:31]([C:26]1([CH2:25][CH2:24][CH2:23][CH2:22][C:21](=[O:38])[CH2:20][CH2:19][CH2:18][CH2:17][C:12]2([C:10]([OH:11])=[O:9])[CH2:16][CH2:15][CH2:14][CH2:13]2)[CH2:27][CH2:28][CH2:29][CH2:30]1)([OH:33])=[O:32].